From a dataset of TCR-epitope binding with 47,182 pairs between 192 epitopes and 23,139 TCRs. Binary Classification. Given a T-cell receptor sequence (or CDR3 region) and an epitope sequence, predict whether binding occurs between them. (1) The epitope is TLVPQEHYV. The TCR CDR3 sequence is CASGPGPPKEQYF. Result: 1 (the TCR binds to the epitope). (2) The epitope is HTTDPSFLGRY. The TCR CDR3 sequence is CASSWGGDNEQFF. Result: 0 (the TCR does not bind to the epitope). (3) The epitope is GLIYNRMGAVTTEV. The TCR CDR3 sequence is CASSLSTGDSYNEQFF. Result: 0 (the TCR does not bind to the epitope). (4) The epitope is ILGLPTQTV. The TCR CDR3 sequence is CASSQEEGAGIQPQHF. Result: 1 (the TCR binds to the epitope). (5) The epitope is VLWAHGFEL. The TCR CDR3 sequence is CASQFADGYTF. Result: 0 (the TCR does not bind to the epitope).